The task is: Regression/Classification. Given a drug SMILES string, predict its absorption, distribution, metabolism, or excretion properties. Task type varies by dataset: regression for continuous measurements (e.g., permeability, clearance, half-life) or binary classification for categorical outcomes (e.g., BBB penetration, CYP inhibition). Dataset: cyp2c9_veith.. This data is from CYP2C9 inhibition data for predicting drug metabolism from PubChem BioAssay. The compound is CC1=NN(c2ccccc2)C(=O)C1C(=O)c1ccc(Cl)cc1. The result is 1 (inhibitor).